Dataset: Reaction yield outcomes from USPTO patents with 853,638 reactions. Task: Predict the reaction yield, written as a fraction of the theoretical maximum amount of product (1.0 means a 100% yield; for example, 0.34 means a 34% yield). (1) The reactants are [CH3:1][C:2]1[CH:7]=[CH:6][CH:5]=[C:4]([CH3:8])[C:3]=1[C:9]1[C:14]2[CH2:15][CH:16]([CH2:18][NH2:19])[O:17][C:13]=2[CH:12]=[CH:11][CH:10]=1.C(N(C(C)C)CC)(C)C.Cl[C:30]([O:32][CH2:33][C:34]1[CH:39]=[CH:38][CH:37]=[CH:36][CH:35]=1)=[O:31].C1(C2C3OC(CNC(=O)OCC4C=CC=CC=4)CC=3C=CC=2)CCCC1. No catalyst specified. The product is [CH2:33]([O:32][C:30](=[O:31])[NH:19][CH2:18][CH:16]1[CH2:15][C:14]2[C:9]([C:3]3[C:4]([CH3:8])=[CH:5][CH:6]=[CH:7][C:2]=3[CH3:1])=[CH:10][CH:11]=[CH:12][C:13]=2[O:17]1)[C:34]1[CH:39]=[CH:38][CH:37]=[CH:36][CH:35]=1. The yield is 0.950. (2) The reactants are C1([SiH3])C=CC=CC=1.[F:8][C:9]1[C:10]([CH:15]=[CH2:16])=[N:11][CH:12]=[N:13][CH:14]=1.[Cl:17][CH2:18][C:19]([C:21]1[CH:26]=[CH:25][C:24]([F:27])=[CH:23][C:22]=1[F:28])=[O:20]. The catalyst is O1CCCC1.CN([C@@H]([C]1[C](P(C2C=CC=CC=2)C2C=CC=CC=2)[CH][CH][CH]1)C1C=CC=C(P(C2C=CC=CC=2)C2C=CC=CC=2)C=1)C.[CH]1[CH][CH][CH][CH]1.[Fe]. The product is [Cl:17][CH2:18][C@@:19]([C:21]1[CH:26]=[CH:25][C:24]([F:27])=[CH:23][C:22]=1[F:28])([OH:20])[C@H:15]([C:10]1[C:9]([F:8])=[CH:14][N:13]=[CH:12][N:11]=1)[CH3:16]. The yield is 0.740. (3) The reactants are [F:1][C:2]1[CH:15]=[CH:14][C:5]([O:6][C:7]2[CH:13]=[CH:12][C:10]([NH2:11])=[CH:9][CH:8]=2)=[CH:4][CH:3]=1.C(OC([NH:23][C@@H:24]([CH2:28][O:29][CH2:30][C:31]1[CH:36]=[CH:35][CH:34]=[CH:33][C:32]=1[O:37][C:38]([F:41])([F:40])[F:39])[C:25](O)=[O:26])=O)(C)(C)C. No catalyst specified. The product is [NH2:23][C@@H:24]([CH2:28][O:29][CH2:30][C:31]1[CH:36]=[CH:35][CH:34]=[CH:33][C:32]=1[O:37][C:38]([F:39])([F:40])[F:41])[C:25]([NH:11][C:10]1[CH:12]=[CH:13][C:7]([O:6][C:5]2[CH:14]=[CH:15][C:2]([F:1])=[CH:3][CH:4]=2)=[CH:8][CH:9]=1)=[O:26]. The yield is 0.800. (4) The reactants are [Cl:1][C:2]1[CH:7]=[CH:6][C:5]([N+:8]([O-:10])=[O:9])=[C:4]([CH2:11]Cl)[CH:3]=1.Cl.[CH2:14]([O:16][C:17](=[O:20])[CH2:18][NH2:19])[CH3:15].C(N(CC)CC)C. The catalyst is C(O)C. The product is [CH2:14]([O:16][C:17](=[O:20])[CH2:18][NH:19][CH2:11][C:4]1[CH:3]=[C:2]([Cl:1])[CH:7]=[CH:6][C:5]=1[N+:8]([O-:10])=[O:9])[CH3:15]. The yield is 0.990. (5) The reactants are [N:1]1[CH:6]=[CH:5][C:4]([NH2:7])=[CH:3][CH:2]=1.C[Si]([N-][Si](C)(C)C)(C)C.[Na+].[Br-].Cl[C:20]1[C:25]2=[C:26]([CH2:29][N+](CC)(CC)CC)[CH:27]=[CH:28][N:24]2[N:23]=[CH:22][N:21]=1.C(OC(=O)[NH:43][CH:44]1[CH2:49][CH2:48][NH:47][CH2:46][CH2:45]1)(C)(C)C. The catalyst is C1COCC1.CN(C=O)C. The product is [NH2:7][CH:4]1[CH2:5][CH2:6][N:1]([CH2:29][C:26]2[CH:27]=[CH:28][N:24]3[C:25]=2[C:20]([NH:43][C:44]2[CH:49]=[CH:48][N:47]=[CH:46][CH:45]=2)=[N:21][CH:22]=[N:23]3)[CH2:2][CH2:3]1. The yield is 0.530. (6) The reactants are S([N:11]1[CH:15]=[C:14]([NH2:16])[CH:13]=[N:12]1)(C1C=CC(C)=CC=1)(=O)=O.[C:17]1(=[O:27])[C:25]2[C:20](=[CH:21][CH:22]=[CH:23][CH:24]=2)[C:19](=[O:26])O1. The catalyst is CN(C=O)C.C(#N)C.O. The product is [NH:11]1[CH:15]=[C:14]([N:16]2[C:19](=[O:26])[C:20]3[C:25](=[CH:24][CH:23]=[CH:22][CH:21]=3)[C:17]2=[O:27])[CH:13]=[N:12]1. The yield is 0.920. (7) The reactants are C(OC([N:8]1[C:16]2[CH:15]=[CH:14][N:13]=[CH:12][C:11]=2[CH:10]=[C:9]1[CH2:17][N:18]1[CH2:23][CH2:22][N:21]([CH2:24][C:25]#[CH:26])[CH2:20][C:19]1=[O:27])=O)(C)(C)C.C(O)(C(F)(F)F)=O. The catalyst is C(Cl)Cl. The product is [CH2:24]([N:21]1[CH2:22][CH2:23][N:18]([CH2:17][C:9]2[NH:8][C:16]3[CH:15]=[CH:14][N:13]=[CH:12][C:11]=3[CH:10]=2)[C:19](=[O:27])[CH2:20]1)[C:25]#[CH:26]. The yield is 0.650.